From a dataset of Experimentally validated miRNA-target interactions with 360,000+ pairs, plus equal number of negative samples. Binary Classification. Given a miRNA mature sequence and a target amino acid sequence, predict their likelihood of interaction. (1) The miRNA is hsa-miR-187-3p with sequence UCGUGUCUUGUGUUGCAGCCGG. The protein sequence of the target gene is MTEKMSSFLYIGDIVSLYAEGSVNGFISTLGLVDDRCVVHPEAGDLANPPKKFRDCLFKVCPMNRYSAQKQYWKAKQAKQGNHTEAALLKKLQHAAELEQKQNESENKKLLGEIVKYSNVIQLLHIKSNKYLTVNKRLPALLEKNAMRVSLDAAGNEGSWFYIHPFWKLRSEGDNIVVGDKVVLMPVNAGQPLHASNIELLDNPGCKEVNAVNCNTSWKITLFMKYSSYREDVLKGGDVVRLFHAEQEKFLTCDEYEKKQHIFLRTTLRQSATSATSSKALWEIEVVHHDPCRGGAGQWN.... Result: 1 (interaction). (2) The miRNA is hsa-miR-4293 with sequence CAGCCUGACAGGAACAG. The protein sequence of the target gene is METAERISAAASAASSRRAKRLAQQAHKTHPVIQAKQNQMYLITTLSPAQVDNSLINRVLPKEVLLKVFSFLDTKALCRSAQVCRSWSILALDGSNWQRVDLFTFQRDVKTAVVENLARRCGGFLKELSLKGCENVHDSALRTFTSRCPNLEHLSLYRCKRVTDASCENLGRYCHKLNYLNLENCSSITDRAMKYIGDGCPNLSYLNISWCDAIQDRGVQIILSNCKSLDTLILRGCEGLTENVFGSVEAHMGAIKKLNLLQCFQLTDITVQNIANGATALEYLCMSNCNQISDRSLVSL.... Result: 0 (no interaction).